This data is from Catalyst prediction with 721,799 reactions and 888 catalyst types from USPTO. The task is: Predict which catalyst facilitates the given reaction. Reactant: [Br:1][C:2]1[C:3](Cl)=[N:4][C:5]([Cl:8])=[N:6][CH:7]=1.[H-].[Na+].[C:12]([O:16][C:17]([N:19]1[CH2:24][CH2:23][CH2:22][CH:21]([CH2:25][NH2:26])[CH2:20]1)=[O:18])([CH3:15])([CH3:14])[CH3:13]. Product: [C:12]([O:16][C:17]([N:19]1[CH2:24][CH2:23][CH2:22][CH:21]([CH2:25][NH:26][C:3]2[C:2]([Br:1])=[CH:7][N:6]=[C:5]([Cl:8])[N:4]=2)[CH2:20]1)=[O:18])([CH3:15])([CH3:14])[CH3:13]. The catalyst class is: 36.